This data is from Reaction yield outcomes from USPTO patents with 853,638 reactions. The task is: Predict the reaction yield, written as a fraction of the theoretical maximum amount of product (1.0 means a 100% yield; for example, 0.34 means a 34% yield). (1) The reactants are [N:1]([C@@H:4]1[CH2:8][CH2:7][N:6]([C:9]([O:11][CH2:12][C:13]2[CH:18]=[CH:17][C:16]([N+:19]([O-:21])=[O:20])=[CH:15][CH:14]=2)=[O:10])[CH2:5]1)=[N+]=[N-].C1(P(C2C=CC=CC=2)C2C=CC=CC=2)C=CC=CC=1.O.O.O.O.O.O.O.O.O.O.S([O-])([O-])(=O)=O.[Na+].[Na+]. The catalyst is C(#N)C. The product is [NH2:1][C@@H:4]1[CH2:8][CH2:7][N:6]([C:9]([O:11][CH2:12][C:13]2[CH:18]=[CH:17][C:16]([N+:19]([O-:21])=[O:20])=[CH:15][CH:14]=2)=[O:10])[CH2:5]1. The yield is 0.860. (2) The reactants are [Br:1]N1C(=O)CCC1=O.C1(P(C2C=CC=CC=2)C2C=CC=CC=2)C=CC=CC=1.O[CH2:29][CH2:30][O:31][CH2:32][C:33]1[CH:40]=[CH:39][C:36]([C:37]#[N:38])=[CH:35][CH:34]=1. The catalyst is C(Cl)Cl.[Al]. The product is [Br:1][CH2:29][CH2:30][O:31][CH2:32][C:33]1[CH:40]=[CH:39][C:36]([C:37]#[N:38])=[CH:35][CH:34]=1. The yield is 0.470. (3) The reactants are [CH2:1]([O:11][C:12]1[CH:13]=[C:14]([OH:29])[CH:15]=[C:16]([O:18][CH2:19][CH2:20][CH2:21][CH2:22][CH2:23][CH2:24][CH2:25][CH2:26][CH2:27][CH3:28])[CH:17]=1)[CH2:2][CH2:3][CH2:4][CH2:5][CH2:6][CH2:7][CH2:8][CH2:9][CH3:10].[Br:30][CH2:31][CH2:32][CH2:33][CH2:34][CH2:35][CH2:36]Br.C([O-])([O-])=O.[K+].[K+]. The catalyst is C1(=O)CCCCC1. The product is [Br:30][CH2:31][CH2:32][CH2:33][CH2:34][CH2:35][CH2:36][O:29][C:14]1[CH:13]=[C:12]([O:11][CH2:1][CH2:2][CH2:3][CH2:4][CH2:5][CH2:6][CH2:7][CH2:8][CH2:9][CH3:10])[CH:17]=[C:16]([O:18][CH2:19][CH2:20][CH2:21][CH2:22][CH2:23][CH2:24][CH2:25][CH2:26][CH2:27][CH3:28])[CH:15]=1. The yield is 0.690.